Dataset: Full USPTO retrosynthesis dataset with 1.9M reactions from patents (1976-2016). Task: Predict the reactants needed to synthesize the given product. (1) Given the product [CH2:21]([O:20][C:18]([C:13]1[N:14]([CH2:35][C@@H:34]([NH:30][C:28]([O:27][C:23]([CH3:25])([CH3:24])[CH3:26])=[O:29])[CH3:33])[C:15]2[C:11]([CH:12]=1)=[CH:10][C:9]([O:8][CH2:1][C:2]1[CH:3]=[CH:4][CH:5]=[CH:6][CH:7]=1)=[CH:17][CH:16]=2)=[O:19])[CH3:22], predict the reactants needed to synthesize it. The reactants are: [CH2:1]([O:8][C:9]1[CH:10]=[C:11]2[C:15](=[CH:16][CH:17]=1)[NH:14][C:13]([C:18]([O:20][CH2:21][CH3:22])=[O:19])=[CH:12]2)[C:2]1[CH:7]=[CH:6][CH:5]=[CH:4][CH:3]=1.[C:23]([O:27][C:28]([N:30]1[C@@H:34]([CH3:35])[CH2:33]OS1(=O)=O)=[O:29])([CH3:26])([CH3:25])[CH3:24].CC(C)([O-])C.[K+]. (2) Given the product [OH:36][C:31]1[CH:32]=[CH:33][CH:34]=[CH:35][C:30]=1[NH:29][C:10](=[O:12])[CH2:9][CH2:8][N:3]1[C:2](=[O:1])[CH2:6][S:5][C:4]1=[S:7], predict the reactants needed to synthesize it. The reactants are: [O:1]=[C:2]1[CH2:6][S:5][C:4](=[S:7])[N:3]1[CH2:8][CH2:9][C:10]([OH:12])=O.C(N(CC)C(C)C)(C)C.C(Cl)(=O)C(C)(C)C.[NH2:29][C:30]1[CH:35]=[CH:34][CH:33]=[CH:32][C:31]=1[OH:36]. (3) Given the product [Br:68][C:53]1[C:52](=[O:69])[N:51]([CH2:50][C:47]2[CH:48]=[CH:49][C:44]([NH:43][C:41](=[O:42])[C:40]([OH:39])([CH3:70])[CH3:71])=[CH:45][CH:46]=2)[C:56]([CH3:57])=[CH:55][C:54]=1[O:58][CH2:59][C:60]1[CH:65]=[CH:64][C:63]([F:66])=[CH:62][C:61]=1[F:67], predict the reactants needed to synthesize it. The reactants are: C(OC(C)C(NC1C=CC(CN2C(C)=CC(OCC3C=CC(F)=CC=3F)=C(Br)C2=O)=CC=1)=O)(=O)C.C([O:39][C:40]([CH3:71])([CH3:70])[C:41]([NH:43][C:44]1[CH:49]=[CH:48][C:47]([CH2:50][N:51]2[C:56]([CH3:57])=[CH:55][C:54]([O:58][CH2:59][C:60]3[CH:65]=[CH:64][C:63]([F:66])=[CH:62][C:61]=3[F:67])=[C:53]([Br:68])[C:52]2=[O:69])=[CH:46][CH:45]=1)=[O:42])(=O)C. (4) Given the product [C:32]1([S:38]([OH:41])(=[O:40])=[O:39])[CH:37]=[CH:36][CH:35]=[CH:34][CH:33]=1.[F:1][C:2]1[CH:3]=[C:4]([NH:15][C:16]2[N:21]=[C:20]([NH:22][C:23]3[CH:24]=[C:25]([CH2:29][C:30]#[N:31])[CH:26]=[CH:27][CH:28]=3)[CH:19]=[CH:18][N:17]=2)[CH:5]=[CH:6][C:7]=1[N:8]1[CH2:13][CH2:12][N:11]([CH3:14])[CH2:10][CH2:9]1, predict the reactants needed to synthesize it. The reactants are: [F:1][C:2]1[CH:3]=[C:4]([NH:15][C:16]2[N:21]=[C:20]([NH:22][C:23]3[CH:24]=[C:25]([CH2:29][C:30]#[N:31])[CH:26]=[CH:27][CH:28]=3)[CH:19]=[CH:18][N:17]=2)[CH:5]=[CH:6][C:7]=1[N:8]1[CH2:13][CH2:12][N:11]([CH3:14])[CH2:10][CH2:9]1.[C:32]1([S:38]([OH:41])(=[O:40])=[O:39])[CH:37]=[CH:36][CH:35]=[CH:34][CH:33]=1. (5) Given the product [CH2:1]([O:8][C:9](=[O:20])[NH:10][C@H:11]1[CH2:16][CH2:15][C@@H:14]([O:17][CH3:18])[C@H:13]([NH:19][C:26]([O:25][C:22]([CH3:24])([CH3:23])[CH3:21])=[O:27])[CH2:12]1)[C:2]1[CH:7]=[CH:6][CH:5]=[CH:4][CH:3]=1, predict the reactants needed to synthesize it. The reactants are: [CH2:1]([O:8][C:9](=[O:20])[NH:10][C@H:11]1[CH2:16][CH2:15][C@@H:14]([O:17][CH3:18])[C@H:13]([NH2:19])[CH2:12]1)[C:2]1[CH:7]=[CH:6][CH:5]=[CH:4][CH:3]=1.[CH3:21][C:22]([O:25][C:26](O[C:26]([O:25][C:22]([CH3:24])([CH3:23])[CH3:21])=[O:27])=[O:27])([CH3:24])[CH3:23]. (6) Given the product [CH2:1]([C:5]1[C:6]([CH3:13])=[C:7]([C:10](=[O:12])[CH3:14])[S:8][CH:9]=1)[CH:2]([CH3:3])[CH3:4], predict the reactants needed to synthesize it. The reactants are: [CH2:1]([C:5]1[C:6]([CH3:13])=[C:7]([C:10]([OH:12])=O)[S:8][CH:9]=1)[CH:2]([CH3:4])[CH3:3].[CH3:14][Li].[NH4+].[Cl-]. (7) Given the product [OH:1][C@@:2]1([C:9]#[C:10][C:11]2[CH:12]=[C:13]([C:17]3[N:22]=[C:21]4[N:23]([CH3:26])[N:24]=[CH:25][C:20]4=[C:19]([C:27]([NH2:32])=[O:29])[N:18]=3)[CH:14]=[CH:15][CH:16]=2)[CH2:6][CH2:5][N:4]([CH3:7])[C:3]1=[O:8], predict the reactants needed to synthesize it. The reactants are: [OH:1][C@@:2]1([C:9]#[C:10][C:11]2[CH:12]=[C:13]([C:17]3[N:22]=[C:21]4[N:23]([CH3:26])[N:24]=[CH:25][C:20]4=[C:19]([C:27]([O:29]CC)=O)[N:18]=3)[CH:14]=[CH:15][CH:16]=2)[CH2:6][CH2:5][N:4]([CH3:7])[C:3]1=[O:8].[NH3:32]. (8) Given the product [CH3:1][C:2]1([CH3:10])[C:4]([CH3:6])([CH3:5])[CH:3]1[C:7]([O:9][C:22]1[C:21]2[O:25][C:26]3[CH:27]=[CH:28][C:29]([C@@H:38]([OH:43])[CH2:39][CH:40]([CH3:42])[CH3:41])=[C:30]([O:36][CH3:37])[C:31]=3[C:32](=[O:33])[O:34][CH2:35][C:20]=2[CH:19]=[C:18]([CH3:17])[CH:23]=1)=[O:8], predict the reactants needed to synthesize it. The reactants are: [CH3:1][C:2]1([CH3:10])[C:4]([CH3:6])([CH3:5])[CH:3]1[C:7]([OH:9])=[O:8].C(Cl)(=O)C(Cl)=O.[CH3:17][C:18]1[CH:23]=[C:22](O)[C:21]2[O:25][C:26]3[C:31]([C:32]([O:34][CH2:35][C:20]=2[CH:19]=1)=[O:33])=[C:30]([O:36][CH3:37])[C:29]([C@@H:38]([OH:43])[CH2:39][CH:40]([CH3:42])[CH3:41])=[CH:28][CH:27]=3.[H-].[Na+]. (9) Given the product [F:1][C:2]1[CH:7]=[CH:6][C:5]([O:8][CH3:9])=[CH:4][C:3]=1[C:10]1[C:11]([OH:17])=[CH:12][C:13]([O:16][Si:32]([CH:39]([CH3:41])[CH3:40])([CH:36]([CH3:38])[CH3:37])[CH:33]([CH3:35])[CH3:34])=[CH:14][CH:15]=1, predict the reactants needed to synthesize it. The reactants are: [F:1][C:2]1[CH:7]=[CH:6][C:5]([O:8][CH3:9])=[CH:4][C:3]=1[C:10]1[C:11]([OH:17])=[CH:12][C:13]([OH:16])=[CH:14][CH:15]=1.CC1C=CC=C(C)N=1.FC(F)(F)S(O[Si:32]([CH:39]([CH3:41])[CH3:40])([CH:36]([CH3:38])[CH3:37])[CH:33]([CH3:35])[CH3:34])(=O)=O.Cl. (10) Given the product [O:1]1[C:5]2[CH:6]=[CH:7][CH:8]=[CH:9][C:4]=2[N:3]=[C:2]1[C:10]1[CH:11]=[CH:12][C:13]([CH2:24][C:26]#[N:27])=[C:14]([C:16]2[CH:21]=[CH:20][CH:19]=[C:18]([C:22]#[N:23])[CH:17]=2)[CH:15]=1, predict the reactants needed to synthesize it. The reactants are: [O:1]1[C:5]2[CH:6]=[CH:7][CH:8]=[CH:9][C:4]=2[N:3]=[C:2]1[C:10]1[CH:11]=[CH:12][C:13]([CH2:24]Br)=[C:14]([C:16]2[CH:21]=[CH:20][CH:19]=[C:18]([C:22]#[N:23])[CH:17]=2)[CH:15]=1.[C-:26]#[N:27].[Na+].O.